Dataset: Forward reaction prediction with 1.9M reactions from USPTO patents (1976-2016). Task: Predict the product of the given reaction. (1) Given the reactants [CH:1]1(C(O)=O)[CH2:6][CH2:5][CH:4]=[CH:3][CH2:2]1.C([N:12]([CH2:15]C)CC)C.C1(P(N=[N+]=[N-])(C2C=CC=CC=2)=[O:24])C=CC=CC=1.[C:34]([OH:38])([CH3:37])([CH3:36])[CH3:35], predict the reaction product. The product is: [C:34]([O:38][C:15](=[O:24])[NH:12][CH:1]1[CH2:6][CH2:5][CH:4]=[CH:3][CH2:2]1)([CH3:37])([CH3:36])[CH3:35]. (2) Given the reactants [C:1](=O)([O-])[O-].[K+].[K+].IC.[CH3:9][C:10]([NH:18][C:19]([C:21]1[N:22]=[C:23]([S:29][CH3:30])[S:24][C:25]=1[C:26]([OH:28])=[O:27])=[O:20])([C:12]1[CH:17]=[CH:16][CH:15]=[CH:14][CH:13]=1)[CH3:11], predict the reaction product. The product is: [CH3:11][C:10]([NH:18][C:19]([C:21]1[N:22]=[C:23]([S:29][CH3:30])[S:24][C:25]=1[C:26]([O:28][CH3:1])=[O:27])=[O:20])([C:12]1[CH:17]=[CH:16][CH:15]=[CH:14][CH:13]=1)[CH3:9].